Dataset: Full USPTO retrosynthesis dataset with 1.9M reactions from patents (1976-2016). Task: Predict the reactants needed to synthesize the given product. (1) The reactants are: [O:1]=[C:2]1[N:8]([CH:9]2[CH2:14][CH2:13][N:12]([C:15]([O:17][C@H:18]([CH2:35][C:36]3[CH:41]=[C:40]([C:42]([F:45])([F:44])[F:43])[C:39]([NH2:46])=[C:38]([Cl:47])[CH:37]=3)[C:19]([N:21]3[CH2:26][CH2:25][CH:24]([N:27]4[CH2:31][CH2:30][CH2:29][C@@H:28]4[C:32]([OH:34])=[O:33])[CH2:23][CH2:22]3)=[O:20])=[O:16])[CH2:11][CH2:10]2)[CH2:7][CH2:6][C:5]2[CH:48]=[CH:49][CH:50]=[CH:51][C:4]=2[NH:3]1.[N:52]1([CH2:58][CH2:59]O)[CH2:57][CH2:56][O:55][CH2:54][CH2:53]1. Given the product [O:1]=[C:2]1[N:8]([CH:9]2[CH2:14][CH2:13][N:12]([C:15]([O:17][C@H:18]([CH2:35][C:36]3[CH:41]=[C:40]([C:42]([F:43])([F:45])[F:44])[C:39]([NH2:46])=[C:38]([Cl:47])[CH:37]=3)[C:19]([N:21]3[CH2:22][CH2:23][CH:24]([N:27]4[CH2:31][CH2:30][CH2:29][C@@H:28]4[C:32]([O:34][CH2:59][CH2:58][N:52]4[CH2:57][CH2:56][O:55][CH2:54][CH2:53]4)=[O:33])[CH2:25][CH2:26]3)=[O:20])=[O:16])[CH2:11][CH2:10]2)[CH2:7][CH2:6][C:5]2[CH:48]=[CH:49][CH:50]=[CH:51][C:4]=2[NH:3]1, predict the reactants needed to synthesize it. (2) Given the product [CH3:12][O:11][C:7]1[CH:6]=[C:5]([C:3]2[O:4][C:14](=[O:15])[NH:16][CH:2]=2)[CH:10]=[CH:9][CH:8]=1, predict the reactants needed to synthesize it. The reactants are: Br[CH2:2][C:3]([C:5]1[CH:10]=[CH:9][CH:8]=[C:7]([O:11][CH3:12])[CH:6]=1)=[O:4].C1SC(=O)[NH:16][C:14]1=[O:15].C([O-])([O-])=O.[K+].[K+].O.[OH-].[Li+].C(O)(=O)C.